From a dataset of Forward reaction prediction with 1.9M reactions from USPTO patents (1976-2016). Predict the product of the given reaction. (1) Given the reactants [C:1]([O:5][C:6]([N:8]1[C:17]2[C:12](=[CH:13][CH:14]=[C:15]([CH2:18][CH2:19][O:20][C:21]3[CH:22]=[C:23]4[C:27](=[CH:28][CH:29]=3)[NH:26][CH:25]=[CH:24]4)[N:16]=2)[CH2:11][CH2:10][CH2:9]1)=[O:7])([CH3:4])([CH3:3])[CH3:2].[C:30]([O:34]C(N1C2C(=CC=CN=2)CCC1)=O)(C)(C)[CH3:31].P([O-])([O-])([O-])=[O:48].[K+].[K+].[K+].C1(P(C2CCCCC2)C2C=C[CH:65]=[CH:64][C:63]=2[C:68]2[CH:73]=[CH:72][CH:71]=[CH:70][C:69]=2N(C)C)CCCCC1.CN([CH:86]=[O:87])C.[C:88]1(C)[CH:93]=[CH:92][CH:91]=[CH:90][CH:89]=1, predict the reaction product. The product is: [C:1]([O:5][C:6]([N:8]1[C:17]2[C:12](=[CH:13][CH:14]=[C:15]([CH2:18][CH2:19][O:20][C:21]3[CH:22]=[C:23]4[C:27](=[CH:28][CH:29]=3)[N:26]([C:63]([C:68]3[CH:69]=[CH:70][CH:71]=[C:72]([O:87][CH2:86][C:88]5[CH:89]=[CH:90][CH:91]=[CH:92][CH:93]=5)[CH:73]=3)=[CH:64][C:65]([O:34][CH2:30][CH3:31])=[O:48])[CH:25]=[CH:24]4)[N:16]=2)[CH2:11][CH2:10][CH2:9]1)=[O:7])([CH3:4])([CH3:2])[CH3:3]. (2) Given the reactants O[CH2:2][C:3]1[CH:12]=[N:11][C:10]2[N:9]3[CH2:13][CH2:14][O:15][CH2:16][CH:8]3[C:7](=[O:17])[NH:6][C:5]=2[CH:4]=1.[I-].C(C[P+](C)(C)C)#N.CCN(C(C)C)C(C)C.[Cl:35][C:36]1[CH:41]=[CH:40][C:39]([N:42]2[CH2:47][CH2:46][NH:45][CH2:44][CH2:43]2)=[CH:38][CH:37]=1, predict the reaction product. The product is: [Cl:35][C:36]1[CH:37]=[CH:38][C:39]([N:42]2[CH2:47][CH2:46][N:45]([CH2:2][C:3]3[CH:12]=[N:11][C:10]4[N:9]5[CH2:13][CH2:14][O:15][CH2:16][CH:8]5[C:7](=[O:17])[NH:6][C:5]=4[CH:4]=3)[CH2:44][CH2:43]2)=[CH:40][CH:41]=1. (3) The product is: [OH:15][C@H:4]1[O:11][CH2:8][C@@H:7]([OH:12])[C@H:6]([OH:13])[C@H:5]1[OH:14].[OH:15][C@@H:4]1[O:11][CH2:8][C@@H:7]([OH:12])[C@H:6]([OH:13])[C@H:5]1[OH:14].[CH2:4]([OH:15])[C@H:9]([C@@H:8]([C@@H:7]([CH2:6][OH:13])[OH:12])[OH:11])[OH:10]. Given the reactants [BH4-].[Na+].[BH4-].[CH:4]1([OH:15])[CH:9]([OH:10])[CH:8]([OH:11])[CH:7]([OH:12])[CH:6]([OH:13])[CH:5]1[OH:14].C([O-])(=O)C.[Na+], predict the reaction product. (4) Given the reactants [Br:1][C:2]1[C:3]([S:9][CH3:10])=[N:4][C:5](Cl)=[N:6][CH:7]=1.Cl.[CH3:12][S:13]([C:16]1[CH:17]=[C:18]([CH:20]=[CH:21][CH:22]=1)[NH2:19])(=[O:15])=[O:14].Cl, predict the reaction product. The product is: [Br:1][C:2]1[C:3]([S:9][CH3:10])=[N:4][C:5]([NH:19][C:18]2[CH:20]=[CH:21][CH:22]=[C:16]([S:13]([CH3:12])(=[O:15])=[O:14])[CH:17]=2)=[N:6][CH:7]=1. (5) Given the reactants FC(F)(F)C(O)=O.ClC1C(N[C@@H]2[C@@H]3C[C@@H](C=C3)[C@@H]2C(N)=O)=C2N=C(C3C=CC(CN4CCOCC4)=CC=3)NC2=NC=1.[NH2:42][C:43]1[C:48]([NH2:49])=[C:47]([NH:50][C@@H:51]2[C@@H:56]3[CH2:57][C@@H:53]([CH:54]=[CH:55]3)[C@@H:52]2[C:58]([NH2:60])=[O:59])[C:46]([Cl:61])=[CH:45][N:44]=1.[CH3:62][O:63][C:64]1[CH:71]=[C:70]([O:72][C:73]([F:76])([F:75])[F:74])[CH:69]=[CH:68][C:65]=1[CH:66]=O, predict the reaction product. The product is: [Cl:61][C:46]1[C:47]([NH:50][C@@H:51]2[C@@H:56]3[CH2:57][C@@H:53]([CH:54]=[CH:55]3)[C@@H:52]2[C:58]([NH2:60])=[O:59])=[C:48]2[N:49]=[C:66]([C:65]3[CH:68]=[CH:69][C:70]([O:72][C:73]([F:74])([F:75])[F:76])=[CH:71][C:64]=3[O:63][CH3:62])[NH:42][C:43]2=[N:44][CH:45]=1. (6) Given the reactants C[O:2][C:3](=[O:21])[CH2:4][N:5]1[C:11]2[CH:12]=[CH:13][CH:14]=[CH:15][C:10]=2[C:9]([CH2:16][C:17]([OH:19])=O)=[CH:8][CH2:7][C:6]1=[O:20].[NH:22]1[C:26]2[CH:27]=[CH:28][CH:29]=[CH:30][C:25]=2[N:24]=[C:23]1[NH:31][CH2:32][CH2:33][CH2:34][CH2:35][CH2:36][NH2:37], predict the reaction product. The product is: [NH:22]1[C:26]2[CH:27]=[CH:28][CH:29]=[CH:30][C:25]=2[N:24]=[C:23]1[NH:31][CH2:32][CH2:33][CH2:34][CH2:35][CH2:36][NH:37][C:17](=[O:19])[CH2:16][C:9]1[C:10]2[CH:15]=[CH:14][CH:13]=[CH:12][C:11]=2[N:5]([CH2:4][C:3]([OH:2])=[O:21])[C:6](=[O:20])[CH2:7][CH:8]=1.